From a dataset of Reaction yield outcomes from USPTO patents with 853,638 reactions. Predict the reaction yield, written as a fraction of the theoretical maximum amount of product (1.0 means a 100% yield; for example, 0.34 means a 34% yield). (1) The product is [CH2:23]([O:22][CH:21]([O:25][CH2:26][CH3:27])[CH2:20][N:6]1[CH2:7][CH2:8][C:3]([F:9])([F:2])[CH2:4][CH2:5]1)[CH3:24]. The yield is 1.00. The reactants are Cl.[F:2][C:3]1([F:9])[CH2:8][CH2:7][NH:6][CH2:5][CH2:4]1.C(N(CC)C(C)C)(C)C.Br[CH2:20][CH:21]([O:25][CH2:26][CH3:27])[O:22][CH2:23][CH3:24]. The catalyst is C(#N)C.C([O-])(O)=O.[Na+]. (2) The reactants are C[Al](C)C.[NH2:5][C:6]1[CH:13]=[CH:12][C:9]([C:10]#[N:11])=[CH:8][N:7]=1.[Si:14]([O:31][CH2:32][CH2:33][O:34][CH2:35][C@H:36]([O:41][C:42]1[N:47]=[CH:46][N:45]=[C:44]2[N:48]([C:51]3[C:56]([Cl:57])=[CH:55][CH:54]=[CH:53][N:52]=3)[N:49]=[CH:50][C:43]=12)[C:37](OC)=[O:38])([C:27]([CH3:30])([CH3:29])[CH3:28])([C:21]1[CH:26]=[CH:25][CH:24]=[CH:23][CH:22]=1)[C:15]1[CH:20]=[CH:19][CH:18]=[CH:17][CH:16]=1. The catalyst is C1(C)C=CC=CC=1. The product is [Si:14]([O:31][CH2:32][CH2:33][O:34][CH2:35][C@H:36]([O:41][C:42]1[N:47]=[CH:46][N:45]=[C:44]2[N:48]([C:51]3[C:56]([Cl:57])=[CH:55][CH:54]=[CH:53][N:52]=3)[N:49]=[CH:50][C:43]=12)[C:37]([NH:5][C:6]1[CH:13]=[CH:12][C:9]([C:10]#[N:11])=[CH:8][N:7]=1)=[O:38])([C:27]([CH3:28])([CH3:29])[CH3:30])([C:21]1[CH:22]=[CH:23][CH:24]=[CH:25][CH:26]=1)[C:15]1[CH:20]=[CH:19][CH:18]=[CH:17][CH:16]=1. The yield is 0.176. (3) The reactants are O1[C:5]2([CH2:10][CH2:9][CH:8]([N:11]3[C:16](=[O:17])[C:15]([CH2:18][C:19]4[CH:24]=[CH:23][C:22]([C:25]5[C:26]([C:31]#[N:32])=[CH:27][CH:28]=[CH:29][CH:30]=5)=[C:21]([F:33])[CH:20]=4)=[C:14]([CH2:34][CH2:35][CH3:36])[N:13]4[N:37]=[CH:38][CH:39]=[C:12]34)[CH2:7][CH2:6]2)[O:4]CC1.Cl.[OH-].[Na+]. The catalyst is O1CCCC1.C(OCC)(=O)C. The product is [F:33][C:21]1[CH:20]=[C:19]([CH2:18][C:15]2[C:16](=[O:17])[N:11]([C@H:8]3[CH2:9][CH2:10][C@H:5]([OH:4])[CH2:6][CH2:7]3)[C:12]3[N:13]([N:37]=[CH:38][CH:39]=3)[C:14]=2[CH2:34][CH2:35][CH3:36])[CH:24]=[CH:23][C:22]=1[C:25]1[C:26]([C:31]#[N:32])=[CH:27][CH:28]=[CH:29][CH:30]=1. The yield is 0.910. (4) The reactants are Br[C:2]([F:9])([F:8])[C:3]([O:5][CH2:6][CH3:7])=[O:4].Br[C:11]1[CH:16]=[CH:15][CH:14]=[C:13]([O:17][CH3:18])[N:12]=1.P([O-])(O)(O)=O.[K+]. The catalyst is CS(C)=O.C(OC(C)C)(=O)C.[Cu]. The product is [F:8][C:2]([F:9])([C:11]1[CH:16]=[CH:15][CH:14]=[C:13]([O:17][CH3:18])[N:12]=1)[C:3]([O:5][CH2:6][CH3:7])=[O:4]. The yield is 0.470.